This data is from Forward reaction prediction with 1.9M reactions from USPTO patents (1976-2016). The task is: Predict the product of the given reaction. Given the reactants C(O)(C(F)(F)F)=O.[Cl:8][C:9]1[CH:10]=[CH:11][C:12]([O:29][CH3:30])=[C:13]([C:15]2[N:16]=[C:17]([CH3:28])[S:18][C:19]=2[NH:20]C(=O)OC(C)(C)C)[CH:14]=1, predict the reaction product. The product is: [Cl:8][C:9]1[CH:10]=[CH:11][C:12]([O:29][CH3:30])=[C:13]([C:15]2[N:16]=[C:17]([CH3:28])[S:18][C:19]=2[NH2:20])[CH:14]=1.